This data is from Full USPTO retrosynthesis dataset with 1.9M reactions from patents (1976-2016). The task is: Predict the reactants needed to synthesize the given product. Given the product [C:16]([O:20][C:21]([NH:23][CH2:24][C:25]([N:2]1[C:10]2[C:5](=[CH:6][CH:7]=[CH:8][CH:9]=2)[CH2:4][C@H:3]1[C:11]([O:13][CH2:14][CH3:15])=[O:12])=[O:26])=[O:22])([CH3:19])([CH3:18])[CH3:17], predict the reactants needed to synthesize it. The reactants are: Cl.[NH:2]1[C:10]2[C:5](=[CH:6][CH:7]=[CH:8][CH:9]=2)[CH2:4][C@H:3]1[C:11]([O:13][CH2:14][CH3:15])=[O:12].[C:16]([O:20][C:21]([NH:23][CH2:24][C:25](O)=[O:26])=[O:22])([CH3:19])([CH3:18])[CH3:17].